This data is from CYP1A2 inhibition data for predicting drug metabolism from PubChem BioAssay. The task is: Regression/Classification. Given a drug SMILES string, predict its absorption, distribution, metabolism, or excretion properties. Task type varies by dataset: regression for continuous measurements (e.g., permeability, clearance, half-life) or binary classification for categorical outcomes (e.g., BBB penetration, CYP inhibition). Dataset: cyp1a2_veith. (1) The result is 1 (inhibitor). The compound is COc1ccccc1CCn1c(=O)c(-c2ccccc2)nc2cncnc21. (2) The molecule is COc1ccccc1CNC(=O)CN1CCC(NC(=O)c2ccccc2F)CC1.Cl. The result is 0 (non-inhibitor). (3) The compound is Nc1cc(C(Cl)=C(Cl)Cl)c(S(N)(=O)=O)cc1S(N)(=O)=O. The result is 0 (non-inhibitor). (4) The compound is CN1CCN(c2ncncc2-c2ccc(N(C)C)cc2)CC1. The result is 1 (inhibitor). (5) The compound is CCNC(=S)NNC(=O)c1cccn(Cc2ccc(Cl)cc2Cl)c1=O. The result is 0 (non-inhibitor). (6) The drug is COc1ccc(-c2nnc(-c3cccnc3)o2)cc1. The result is 1 (inhibitor).